Dataset: Forward reaction prediction with 1.9M reactions from USPTO patents (1976-2016). Task: Predict the product of the given reaction. (1) Given the reactants [CH3:1][C:2]1[CH:10]=[CH:9][C:5]([C:6]([OH:8])=O)=[CH:4][C:3]=1[C:11]1[CH:12]=[C:13]2[C:18](=[CH:19][CH:20]=1)[C:17]([CH:21]([CH3:26])[C:22]([F:25])([F:24])[F:23])=[N:16][N:15]=[CH:14]2.CN(C(ON1N=NC2[CH:38]=[CH:39][CH:40]=[N:41]C1=2)=[N+](C)C)C.F[P-](F)(F)(F)(F)F.C1(N)CC1, predict the reaction product. The product is: [CH:40]1([NH:41][C:6](=[O:8])[C:5]2[CH:9]=[CH:10][C:2]([CH3:1])=[C:3]([C:11]3[CH:12]=[C:13]4[C:18](=[CH:19][CH:20]=3)[C:17]([CH:21]([CH3:26])[C:22]([F:23])([F:24])[F:25])=[N:16][N:15]=[CH:14]4)[CH:4]=2)[CH2:38][CH2:39]1. (2) Given the reactants [Cl:1][C:2]1[S:6][C:5]([N:7]([CH2:20][C:21]2[CH:26]=[CH:25][C:24]([O:27][CH3:28])=[CH:23][C:22]=2[O:29][CH3:30])[S:8]([C:11]2[CH:16]=[CH:15][C:14](F)=[C:13]([C:18]#[N:19])[CH:12]=2)(=[O:10])=[O:9])=[N:4][CH:3]=1.[I:31][C:32]1[CH:37]=[C:36]([F:38])[CH:35]=[CH:34][C:33]=1[OH:39].C(=O)([O-])[O-].[K+].[K+].O, predict the reaction product. The product is: [Cl:1][C:2]1[S:6][C:5]([N:7]([CH2:20][C:21]2[CH:26]=[CH:25][C:24]([O:27][CH3:28])=[CH:23][C:22]=2[O:29][CH3:30])[S:8]([C:11]2[CH:16]=[CH:15][C:14]([O:39][C:33]3[CH:34]=[CH:35][C:36]([F:38])=[CH:37][C:32]=3[I:31])=[C:13]([C:18]#[N:19])[CH:12]=2)(=[O:10])=[O:9])=[N:4][CH:3]=1. (3) Given the reactants I[C:2]1[CH:3]=[C:4]([CH:13]=[CH:14][CH:15]=1)[O:5][CH2:6][CH2:7][N:8]1[CH2:12][CH2:11][CH2:10][CH2:9]1.[Cl:16][C:17]1[CH:22]=[CH:21][C:20]([C:23]2[CH:24]=[CH:25][C:26]([C:29]#[CH:30])=[N:27][CH:28]=2)=[CH:19][CH:18]=1, predict the reaction product. The product is: [Cl:16][C:17]1[CH:18]=[CH:19][C:20]([C:23]2[CH:24]=[CH:25][C:26]([C:29]#[C:30][C:2]3[CH:15]=[CH:14][CH:13]=[C:4]([O:5][CH2:6][CH2:7][N:8]4[CH2:12][CH2:11][CH2:10][CH2:9]4)[CH:3]=3)=[N:27][CH:28]=2)=[CH:21][CH:22]=1. (4) Given the reactants [NH:1]1[C:9]2[C:4](=[CH:5][CH:6]=[CH:7][CH:8]=2)[C:3]2([C:13]3=[CH:14][C:15]4[O:19][CH2:18][O:17][C:16]=4[CH:20]=[C:12]3[O:11][CH2:10]2)[C:2]1=[O:21].BrC1C=C[CH:29]=[C:28]2[C:24]=1[C:25]1([C:36]3=CC4OCOC=4C=C3O[CH2:33]1)[C:26](=[O:32])[NH:27]2.ClCC1N=C(C(C)C)OC=1.BrCC1OC(C(F)(F)F)=CC=1, predict the reaction product. The product is: [CH:25]([C:26]1[O:32][CH:24]=[C:28]([CH2:29][N:1]2[C:9]3[C:4](=[CH:5][CH:6]=[CH:7][CH:8]=3)[C:3]3([C:13]4=[CH:14][C:15]5[O:19][CH2:18][O:17][C:16]=5[CH:20]=[C:12]4[O:11][CH2:10]3)[C:2]2=[O:21])[N:27]=1)([CH3:36])[CH3:33].